From a dataset of Forward reaction prediction with 1.9M reactions from USPTO patents (1976-2016). Predict the product of the given reaction. (1) Given the reactants [O:1]1[CH2:5][CH2:4][O:3][CH:2]1[C:6]1[CH:7]=[C:8]([CH:11]=[CH:12][CH:13]=1)[CH:9]=O.[N:14]([CH2:17][C:18]([O:20][CH3:21])=[O:19])=[N+:15]=[N-:16].C[O-].[Na+], predict the reaction product. The product is: [N:14]([C:17](=[CH:9][C:8]1[CH:11]=[CH:12][CH:13]=[C:6]([CH:2]2[O:3][CH2:4][CH2:5][O:1]2)[CH:7]=1)[C:18]([O:20][CH3:21])=[O:19])=[N+:15]=[N-:16]. (2) The product is: [CH3:27][C:18]1[CH:19]=[C:20]([NH:24][C:25]([NH:1][C:2]2[CH:3]=[CH:4][C:5]([C:8]3[CH:16]=[CH:15][CH:14]=[C:13]4[C:9]=3[CH2:10][NH:11][C:12]4=[O:17])=[CH:6][CH:7]=2)=[S:26])[CH:21]=[CH:22][CH:23]=1. Given the reactants [NH2:1][C:2]1[CH:7]=[CH:6][C:5]([C:8]2[CH:16]=[CH:15][CH:14]=[C:13]3[C:9]=2[CH2:10][NH:11][C:12]3=[O:17])=[CH:4][CH:3]=1.[C:18]1([CH3:27])[CH:23]=[CH:22][CH:21]=[C:20]([N:24]=[C:25]=[S:26])[CH:19]=1.O, predict the reaction product. (3) The product is: [NH2:22][C:20]1[C:19]([O:25][CH3:26])=[CH:18][C:16]2[CH2:17][NH:11][CH2:12][C:13](=[O:27])[NH:14][C:15]=2[CH:21]=1. Given the reactants C(OC([N:11]1[CH2:17][C:16]2[CH:18]=[C:19]([O:25][CH3:26])[C:20]([N+:22]([O-])=O)=[CH:21][C:15]=2[NH:14][C:13](=[O:27])[CH2:12]1)=O)C1C=CC=CC=1, predict the reaction product. (4) Given the reactants [F:1][C:2]([F:28])([F:27])[C:3]1[CH:4]=[C:5]([C:9]2[N:10]=[C:11]([CH:14]3[CH2:19][CH2:18][N:17]([C:20]([O:22][C:23]([CH3:26])([CH3:25])[CH3:24])=[O:21])[CH2:16][CH2:15]3)[NH:12][CH:13]=2)[CH:6]=[CH:7][CH:8]=1.[CH2:29](OCC)C.[H-].[Na+].CI, predict the reaction product. The product is: [CH3:29][N:12]1[CH:13]=[C:9]([C:5]2[CH:6]=[CH:7][CH:8]=[C:3]([C:2]([F:27])([F:1])[F:28])[CH:4]=2)[N:10]=[C:11]1[CH:14]1[CH2:19][CH2:18][N:17]([C:20]([O:22][C:23]([CH3:24])([CH3:25])[CH3:26])=[O:21])[CH2:16][CH2:15]1. (5) Given the reactants [F:1][C:2]([F:18])([F:17])[C:3]([NH:5][C:6]1[C:15]2[C:10](=[CH:11][CH:12]=[C:13]([OH:16])[CH:14]=2)[CH:9]=[CH:8][CH:7]=1)=[O:4].CI.[C:21]([O-])([O-])=O.[K+].[K+], predict the reaction product. The product is: [F:1][C:2]([F:17])([F:18])[C:3]([N:5]([C:6]1[C:15]2[C:10](=[CH:11][CH:12]=[C:13]([OH:16])[CH:14]=2)[CH:9]=[CH:8][CH:7]=1)[CH3:21])=[O:4]. (6) The product is: [ClH:32].[CH:34]1([C:37]2[C:38]([CH2:51][N:52]3[CH2:57][CH2:56][O:55][C@H:54]([CH2:58][C:59]4[CH:60]=[C:61]([Cl:66])[CH:62]=[C:63]([Cl:65])[CH:64]=4)[CH2:53]3)=[CH:39][C:40]([F:50])=[C:41]([CH:49]=2)[C:42]([OH:44])=[O:43])[CH2:36][CH2:35]1. Given the reactants C1(C2C(CN3CCO[C@H](CC4C=CC([Cl:32])=C(Cl)C=4)C3)=CC(F)=C(C=2)C(OC(C)(C)C)=O)CC1.[CH:34]1([C:37]2[C:38]([CH2:51][N:52]3[CH2:57][CH2:56][O:55][C@H:54]([CH2:58][C:59]4[CH:64]=[C:63]([Cl:65])[CH:62]=[C:61]([Cl:66])[CH:60]=4)[CH2:53]3)=[CH:39][C:40]([F:50])=[C:41]([CH:49]=2)[C:42]([O:44]C(C)(C)C)=[O:43])[CH2:36][CH2:35]1, predict the reaction product. (7) The product is: [Cl:1][C:2]1[CH:3]=[CH:4][C:5]([NH:8][C:9]([C:11]2[CH:16]=[C:15]([Cl:17])[CH:14]=[CH:13][C:12]=2[NH:18][C:19]([C:21]2[CH:26]=[CH:25][C:24]([S:27]([CH3:30])(=[N:29][CH2:34][C:35](=[O:36])[NH2:37])=[O:28])=[CH:23][CH:22]=2)=[O:20])=[O:10])=[N:6][CH:7]=1. Given the reactants [Cl:1][C:2]1[CH:3]=[CH:4][C:5]([NH:8][C:9]([C:11]2[CH:16]=[C:15]([Cl:17])[CH:14]=[CH:13][C:12]=2[NH:18][C:19]([C:21]2[CH:26]=[CH:25][C:24]([S:27]([CH3:30])(=[NH:29])=[O:28])=[CH:23][CH:22]=2)=[O:20])=[O:10])=[N:6][CH:7]=1.[H-].[Na+].I[CH2:34][C:35]([NH2:37])=[O:36], predict the reaction product. (8) Given the reactants [C:1]([CH:3]([CH:7]1[C:11]([Cl:12])=[C:10](Cl)C(=O)O1)[C:4]([NH2:6])=[O:5])#[N:2].[F:15][C:16]1[C:21]([F:22])=[CH:20][CH:19]=[C:18]([F:23])[C:17]=1[CH2:24][NH2:25], predict the reaction product. The product is: [ClH:12].[Cl:12][C:11]1[CH:7]=[C:3]([C:4]([NH2:6])=[O:5])[C:1](=[NH:2])[N:25]([CH2:24][C:17]2[C:18]([F:23])=[CH:19][CH:20]=[C:21]([F:22])[C:16]=2[F:15])[CH:10]=1. (9) Given the reactants [CH:1]([C@H:4]1[CH2:9][CH:8]([OH:10])[C:7](=[CH2:11])[CH2:6][CH2:5]1)([CH3:3])[CH3:2].[CH2:12]([O:16][CH:17]=[CH2:18])[CH2:13][CH2:14][CH3:15], predict the reaction product. The product is: [CH2:12]([O:16][CH:17]([O:10][CH:8]1[CH2:9][C@H:4]([CH:1]([CH3:3])[CH3:2])[CH2:5][CH2:6][C:7]1=[CH2:11])[CH3:18])[CH2:13][CH2:14][CH3:15].